From a dataset of NCI-60 drug combinations with 297,098 pairs across 59 cell lines. Regression. Given two drug SMILES strings and cell line genomic features, predict the synergy score measuring deviation from expected non-interaction effect. (1) Synergy scores: CSS=20.2, Synergy_ZIP=-7.60, Synergy_Bliss=-0.524, Synergy_Loewe=-6.83, Synergy_HSA=2.49. Cell line: ACHN. Drug 2: C1C(C(OC1N2C=NC3=C(N=C(N=C32)Cl)N)CO)O. Drug 1: C1CCC(CC1)NC(=O)N(CCCl)N=O. (2) Drug 1: CC(C)(C#N)C1=CC(=CC(=C1)CN2C=NC=N2)C(C)(C)C#N. Drug 2: CC1CCCC2(C(O2)CC(NC(=O)CC(C(C(=O)C(C1O)C)(C)C)O)C(=CC3=CSC(=N3)C)C)C. Cell line: CAKI-1. Synergy scores: CSS=28.6, Synergy_ZIP=3.76, Synergy_Bliss=1.12, Synergy_Loewe=-14.9, Synergy_HSA=-3.13. (3) Drug 1: C1CCC(C1)C(CC#N)N2C=C(C=N2)C3=C4C=CNC4=NC=N3. Drug 2: CC1=C(N=C(N=C1N)C(CC(=O)N)NCC(C(=O)N)N)C(=O)NC(C(C2=CN=CN2)OC3C(C(C(C(O3)CO)O)O)OC4C(C(C(C(O4)CO)O)OC(=O)N)O)C(=O)NC(C)C(C(C)C(=O)NC(C(C)O)C(=O)NCCC5=NC(=CS5)C6=NC(=CS6)C(=O)NCCC[S+](C)C)O. Cell line: HL-60(TB). Synergy scores: CSS=-22.9, Synergy_ZIP=3.57, Synergy_Bliss=-12.7, Synergy_Loewe=-25.9, Synergy_HSA=-23.9. (4) Drug 1: COC1=CC(=CC(=C1O)OC)C2C3C(COC3=O)C(C4=CC5=C(C=C24)OCO5)OC6C(C(C7C(O6)COC(O7)C8=CC=CS8)O)O. Drug 2: CN(C)C1=NC(=NC(=N1)N(C)C)N(C)C. Cell line: HT29. Synergy scores: CSS=39.9, Synergy_ZIP=0.0398, Synergy_Bliss=5.18, Synergy_Loewe=-64.0, Synergy_HSA=0.306. (5) Drug 1: CC(C)(C#N)C1=CC(=CC(=C1)CN2C=NC=N2)C(C)(C)C#N. Drug 2: C1C(C(OC1N2C=NC(=NC2=O)N)CO)O. Cell line: HOP-92. Synergy scores: CSS=1.50, Synergy_ZIP=-0.0277, Synergy_Bliss=1.89, Synergy_Loewe=-3.22, Synergy_HSA=-2.69. (6) Drug 1: C1CN(P(=O)(OC1)NCCCl)CCCl. Drug 2: C(CCl)NC(=O)N(CCCl)N=O. Cell line: M14. Synergy scores: CSS=-0.0950, Synergy_ZIP=-2.36, Synergy_Bliss=-3.91, Synergy_Loewe=-7.45, Synergy_HSA=-7.06. (7) Drug 1: C#CCC(CC1=CN=C2C(=N1)C(=NC(=N2)N)N)C3=CC=C(C=C3)C(=O)NC(CCC(=O)O)C(=O)O. Synergy scores: CSS=52.5, Synergy_ZIP=1.24, Synergy_Bliss=2.02, Synergy_Loewe=0.385, Synergy_HSA=0.485. Cell line: SF-295. Drug 2: B(C(CC(C)C)NC(=O)C(CC1=CC=CC=C1)NC(=O)C2=NC=CN=C2)(O)O. (8) Drug 1: CCC1=CC2CC(C3=C(CN(C2)C1)C4=CC=CC=C4N3)(C5=C(C=C6C(=C5)C78CCN9C7C(C=CC9)(C(C(C8N6C)(C(=O)OC)O)OC(=O)C)CC)OC)C(=O)OC.C(C(C(=O)O)O)(C(=O)O)O. Drug 2: C1=CC(=C2C(=C1NCCNCCO)C(=O)C3=C(C=CC(=C3C2=O)O)O)NCCNCCO. Cell line: HL-60(TB). Synergy scores: CSS=95.4, Synergy_ZIP=10.2, Synergy_Bliss=9.06, Synergy_Loewe=6.28, Synergy_HSA=10.4.